This data is from Catalyst prediction with 721,799 reactions and 888 catalyst types from USPTO. The task is: Predict which catalyst facilitates the given reaction. (1) Reactant: N1(C2N=[C:9]([CH2:14][C:15]([O-])=O)NC(=O)C=2)CCOCC1.[Na+].[N:19]1([C:25]2[N:30]=[C:29]([CH2:31][C:32](=[O:48])[N:33]3[C:41]4[C:36](=[C:37](C5C=CC=CN=5)[CH:38]=[CH:39][CH:40]=4)[CH2:35][CH2:34]3)[NH:28][C:27](=[O:49])[CH:26]=2)[CH2:24][CH2:23][O:22][CH2:21][CH2:20]1.Cl.CN(C)CCCN=C=NCC. Product: [CH:14]1([CH:34]2[CH2:35][C:36]3[C:41](=[CH:40][CH:39]=[CH:38][CH:37]=3)[N:33]2[C:32](=[O:48])[CH2:31][C:29]2[NH:28][C:27](=[O:49])[CH:26]=[C:25]([N:19]3[CH2:20][CH2:21][O:22][CH2:23][CH2:24]3)[N:30]=2)[CH2:15][CH2:9]1. The catalyst class is: 672. (2) Reactant: [C:1]([C:4]1(C(OC)=O)[CH2:9][CH2:8][O:7][CH2:6][CH2:5]1)(=[O:3])[CH3:2].C(O)(C)C.S(=O)(=O)(O)O.C(=O)(O)[O-].[Na+]. Product: [O:7]1[CH2:8][CH2:9][CH:4]([C:1](=[O:3])[CH3:2])[CH2:5][CH2:6]1. The catalyst class is: 6.